The task is: Predict the product of the given reaction.. This data is from Forward reaction prediction with 1.9M reactions from USPTO patents (1976-2016). (1) Given the reactants FC(F)(F)[C:3]([O-:5])=[O:4].[CH:8]1([C@H:14]2[C:47](=[O:48])[N:46]3[CH2:49][C@@H:43]([CH2:44][C@H:45]3[C:50](=[O:67])[NH:51][C@:52]3([C:57](=[O:66])[NH:58][S:59]([C:62]4([CH3:65])[CH2:64][CH2:63]4)(=[O:61])=[O:60])[CH2:54][C@H:53]3[CH:55]=[CH2:56])[O:42][C:26]3=[N:27][C:28]4[CH:29]=[CH:30][CH:31]=[CH:32][C:33]=4[C:34]([O:35][CH:36]4[CH2:41][CH2:40][NH2+:39][CH2:38][CH2:37]4)=[C:25]3[CH2:24][CH2:23][CH2:22][CH2:21][CH2:20][C@@H:19]3[CH2:68][C@H:18]3[O:17][C:16](=[O:69])[NH:15]2)[CH2:13][CH2:12][CH2:11][CH2:10][CH2:9]1.C(N(CC)CC)C.[I-].[K+].Br[CH2:80][CH2:81][O:82][CH3:83], predict the reaction product. The product is: [CH:3]([O-:5])=[O:4].[CH:8]1([C@H:14]2[C:47](=[O:48])[N:46]3[CH2:49][C@@H:43]([CH2:44][C@H:45]3[C:50](=[O:67])[NH:51][C@:52]3([C:57](=[O:66])[NH:58][S:59]([C:62]4([CH3:65])[CH2:63][CH2:64]4)(=[O:61])=[O:60])[CH2:54][C@H:53]3[CH:55]=[CH2:56])[O:42][C:26]3=[N:27][C:28]4[CH:29]=[CH:30][CH:31]=[CH:32][C:33]=4[C:34]([O:35][CH:36]4[CH2:37][CH2:38][NH+:39]([CH2:80][CH2:81][O:82][CH3:83])[CH2:40][CH2:41]4)=[C:25]3[CH2:24][CH2:23][CH2:22][CH2:21][CH2:20][C@@H:19]3[CH2:68][C@H:18]3[O:17][C:16](=[O:69])[NH:15]2)[CH2:13][CH2:12][CH2:11][CH2:10][CH2:9]1. (2) The product is: [C:6]([C:5]1[CH:8]=[CH:9][C:2]([NH:1][C:13]2[C:18]([N+:19]([O-:21])=[O:20])=[CH:17][CH:16]=[C:15]([Cl:22])[N:14]=2)=[CH:3][CH:4]=1)#[N:7]. Given the reactants [NH2:1][C:2]1[CH:9]=[CH:8][C:5]([C:6]#[N:7])=[CH:4][CH:3]=1.[OH-].[Na+].Cl[C:13]1[C:18]([N+:19]([O-:21])=[O:20])=[CH:17][CH:16]=[C:15]([Cl:22])[N:14]=1, predict the reaction product. (3) Given the reactants [CH3:1][C:2]1([CH3:32])[CH2:5][CH:4]([CH:6]([NH:20][C:21]2[CH:22]=[N:23][C:24]3[C:29]([CH:30]=2)=[CH:28][C:27]([F:31])=[CH:26][CH:25]=3)[C:7]2[CH:19]=[CH:18][C:10]([C:11]([O:13]C(C)(C)C)=[O:12])=[CH:9][CH:8]=2)[CH2:3]1.FC(F)(F)C(O)=O, predict the reaction product. The product is: [CH3:1][C:2]1([CH3:32])[CH2:3][CH:4]([CH:6]([NH:20][C:21]2[CH:22]=[N:23][C:24]3[C:29]([CH:30]=2)=[CH:28][C:27]([F:31])=[CH:26][CH:25]=3)[C:7]2[CH:19]=[CH:18][C:10]([C:11]([OH:13])=[O:12])=[CH:9][CH:8]=2)[CH2:5]1. (4) Given the reactants O=S(Cl)Cl.[NH:5]1[CH:9]=[CH:8][C:7]([C:10]([OH:12])=O)=[N:6]1, predict the reaction product. The product is: [N:5]1[N:6]2[C:10](=[O:12])[C:7]3[N:6]([N:5]=[CH:9][CH:8]=3)[C:10](=[O:12])[C:7]2=[CH:8][CH:9]=1.